Dataset: Forward reaction prediction with 1.9M reactions from USPTO patents (1976-2016). Task: Predict the product of the given reaction. (1) Given the reactants [Cl:1][C:2]1[CH:7]=[CH:6][CH:5]=[CH:4][C:3]=1[C@H:8]([O:10][C:11](=[O:27])[NH:12][C:13]1[C:14]([CH3:26])=[N:15][O:16][C:17]=1[C:18]1[CH:23]=[CH:22][C:21]([CH2:24]Cl)=[CH:20][CH:19]=1)[CH3:9].Cl.[CH3:29][O:30][C:31](=[O:41])[C@@H:32]([CH2:34][C:35]1[CH:40]=[CH:39][CH:38]=[CH:37][CH:36]=1)[NH2:33], predict the reaction product. The product is: [CH3:29][O:30][C:31](=[O:41])[C@H:32]([NH:33][CH2:24][C:21]1[CH:22]=[CH:23][C:18]([C:17]2[O:16][N:15]=[C:14]([CH3:26])[C:13]=2[NH:12][C:11]([O:10][C@@H:8]([C:3]2[CH:4]=[CH:5][CH:6]=[CH:7][C:2]=2[Cl:1])[CH3:9])=[O:27])=[CH:19][CH:20]=1)[CH2:34][C:35]1[CH:40]=[CH:39][CH:38]=[CH:37][CH:36]=1. (2) Given the reactants CN(C)C=O.[CH3:6][C:7]1[CH:16]=[CH:15][C:14]2[C:9](=[CH:10][CH:11]=[C:12]([OH:17])[CH:13]=2)[N:8]=1.[Br:18][C:19]1[CH:24]=[C:23]([N+:25]([O-:27])=[O:26])[CH:22]=[C:21]([Br:28])[C:20]=1I.C(=O)([O-])[O-].[K+].[K+], predict the reaction product. The product is: [Br:18][C:19]1[CH:24]=[C:23]([N+:25]([O-:27])=[O:26])[CH:22]=[C:21]([Br:28])[C:20]=1[O:17][C:12]1[CH:13]=[C:14]2[C:9](=[CH:10][CH:11]=1)[N:8]=[C:7]([CH3:6])[CH:16]=[CH:15]2. (3) Given the reactants [C:1]1([CH:7]2[NH:12][CH2:11][CH2:10][N:9]([CH2:13][C:14]3[CH:19]=[CH:18][C:17]([C:20]4[CH:25]=[C:24]([CH3:26])[CH:23]=[CH:22][C:21]=4[Cl:27])=[CH:16][CH:15]=3)[CH2:8]2)[CH:6]=[CH:5][CH:4]=[CH:3][CH:2]=1.[CH3:28][N:29]=[C:30]=[O:31], predict the reaction product. The product is: [CH3:28][NH:29][C:30]([N:12]1[CH2:11][CH2:10][N:9]([CH2:13][C:14]2[CH:19]=[CH:18][C:17]([C:20]3[CH:25]=[C:24]([CH3:26])[CH:23]=[CH:22][C:21]=3[Cl:27])=[CH:16][CH:15]=2)[CH2:8][CH:7]1[C:1]1[CH:2]=[CH:3][CH:4]=[CH:5][CH:6]=1)=[O:31]. (4) Given the reactants [Cl:1][C:2]([Cl:7])([Cl:6])[C:3](Cl)=[O:4].[CH2:8]([O:10]/[CH:11]=[CH:12]/[CH3:13])[CH3:9].N1C=CC=CC=1, predict the reaction product. The product is: [Cl:1][C:2]([Cl:7])([Cl:6])[C:3](=[O:4])/[C:12](/[CH3:13])=[CH:11]/[O:10][CH2:8][CH3:9]. (5) The product is: [OH:9][CH2:8][CH2:1][C:2]1[CH:7]=[CH:6][N:5]=[CH:4][N:3]=1. Given the reactants [CH3:1][C:2]1[CH:7]=[CH:6][N:5]=[CH:4][N:3]=1.[CH2:8]=[O:9], predict the reaction product. (6) Given the reactants [CH3:1][CH2:2][O:3][C:4]([CH:6](P(OCC)(OCC)=O)[F:7])=[O:5].C([Li])CCC.[O:21]1[CH2:26][CH2:25][C:24](=O)[CH2:23][CH2:22]1.O, predict the reaction product. The product is: [CH2:2]([O:3][C:4](=[O:5])[C:6]([F:7])=[C:24]1[CH2:25][CH2:26][O:21][CH2:22][CH2:23]1)[CH3:1]. (7) The product is: [C:20]([O:1][C:2]1[CH:3]=[C:4]([CH:8]=[C:9]([O:11][CH2:12][C:13]2[CH:18]=[CH:17][CH:16]=[CH:15][C:14]=2[CH3:19])[CH:10]=1)[C:5]([OH:7])=[O:6])(=[O:22])[CH3:21]. Given the reactants [OH:1][C:2]1[CH:3]=[C:4]([CH:8]=[C:9]([O:11][CH2:12][C:13]2[CH:18]=[CH:17][CH:16]=[CH:15][C:14]=2[CH3:19])[CH:10]=1)[C:5]([OH:7])=[O:6].[C:20](OC(=O)C)(=[O:22])[CH3:21], predict the reaction product. (8) Given the reactants [CH2:1]([CH:3]([CH2:9][C:10]1[CH:15]=[CH:14][C:13]([O:16][CH3:17])=[C:12](C=O)[CH:11]=1)[C:4]([O:6][CH2:7][CH3:8])=[O:5])[CH3:2].Cl.[NH2:21][OH:22].N1C=CC=CC=1, predict the reaction product. The product is: [CH2:1]([CH:3]([CH2:9][C:10]1[CH2:11][C:12](=[N:21][OH:22])[C:13]([O:16][CH3:17])=[CH:14][CH:15]=1)[C:4]([O:6][CH2:7][CH3:8])=[O:5])[CH3:2]. (9) Given the reactants [CH3:1][NH:2][CH3:3].[CH:4]1[C:9]([S:10](Cl)(=[O:12])=[O:11])=[CH:8][CH:7]=[C:6]([I:14])[CH:5]=1.O, predict the reaction product. The product is: [I:14][C:6]1[CH:5]=[CH:4][C:9]([S:10]([N:2]([CH3:3])[CH3:1])(=[O:12])=[O:11])=[CH:8][CH:7]=1. (10) Given the reactants C[O:2][C:3]([C:5]1[C:9]([F:10])=[C:8]([O:11][CH3:12])[N:7]([C:13]2[CH:18]=[CH:17][CH:16]=[CH:15][C:14]=2[F:19])[N:6]=1)=[O:4].[OH-].[Li+].O.Cl, predict the reaction product. The product is: [F:10][C:9]1[C:5]([C:3]([OH:4])=[O:2])=[N:6][N:7]([C:13]2[CH:18]=[CH:17][CH:16]=[CH:15][C:14]=2[F:19])[C:8]=1[O:11][CH3:12].